From a dataset of Catalyst prediction with 721,799 reactions and 888 catalyst types from USPTO. Predict which catalyst facilitates the given reaction. (1) Reactant: C1[C@@H]([NH2:4])[C@@H]1C1C=CC=CC=1.CCN(C(C)C)C(C)C.Cl[C:21]([O:23][C:24]1[CH:29]=[CH:28][C:27]([N+:30]([O-:32])=[O:31])=[CH:26][CH:25]=1)=[O:22]. Product: [C:21](=[O:22])([O:23][C:24]1[CH:29]=[CH:28][C:27]([N+:30]([O-:32])=[O:31])=[CH:26][CH:25]=1)[NH2:4]. The catalyst class is: 2. (2) Reactant: CS(O[CH2:6][C@@H:7]([NH:16][C:17]([O:19][C:20]([CH3:23])([CH3:22])[CH3:21])=[O:18])[C:8]1[CH:13]=[CH:12][C:11]([F:14])=[C:10]([Cl:15])[CH:9]=1)(=O)=O.C1COCC1.CC(C)=O.[Na+].[I-:34]. Product: [Cl:15][C:10]1[CH:9]=[C:8]([C@H:7]([NH:16][C:17](=[O:18])[O:19][C:20]([CH3:23])([CH3:22])[CH3:21])[CH2:6][I:34])[CH:13]=[CH:12][C:11]=1[F:14]. The catalyst class is: 6. (3) Reactant: [CH:1]1([C@H:7]([NH2:32])[C:8]([N:10]2[C@H:15]([C:16]3[CH:20]=[CH:19][N:18]([CH2:21][C:22]4[CH:27]=[CH:26][C:25]([F:28])=[CH:24][CH:23]=4)[N:17]=3)[CH2:14][N:13]3[CH2:29][CH2:30][CH2:31][C@@H:12]3[CH2:11]2)=[O:9])[CH2:6][CH2:5][CH2:4][CH2:3][CH2:2]1.[C:33]([O:37][C:38]([N:40]([CH3:46])[C@H:41]([C:43](O)=[O:44])[CH3:42])=[O:39])([CH3:36])([CH3:35])[CH3:34].C(N(C(C)C)C(C)C)C.F[P-](F)(F)(F)(F)F.N1(OC(N(C)C)=[N+](C)C)C2N=CC=CC=2N=N1. Product: [C:33]([O:37][C:38](=[O:39])[N:40]([C@@H:41]([CH3:42])[C:43]([NH:32][C@@H:7]([CH:1]1[CH2:6][CH2:5][CH2:4][CH2:3][CH2:2]1)[C:8]([N:10]1[C@H:15]([C:16]2[CH:20]=[CH:19][N:18]([CH2:21][C:22]3[CH:23]=[CH:24][C:25]([F:28])=[CH:26][CH:27]=3)[N:17]=2)[CH2:14][N:13]2[CH2:29][CH2:30][CH2:31][C@@H:12]2[CH2:11]1)=[O:9])=[O:44])[CH3:46])([CH3:36])([CH3:34])[CH3:35]. The catalyst class is: 39. (4) Reactant: C([Cl:4])(=O)C.[CH3:5][O:6][CH2:7][CH2:8][C@@H:9]1[N:14]([CH3:15])[CH2:13][CH2:12][N:11]([C:16]2[C:25]3[CH:24]=[C:23]([CH:26]([CH3:28])[CH3:27])[S:22][C:21]=3[NH:20][C:19]3[CH:29]=[CH:30][CH:31]=[CH:32][C:18]=3[N:17]=2)[CH2:10]1. Product: [ClH:4].[ClH:4].[CH3:5][O:6][CH2:7][CH2:8][C@@H:9]1[N:14]([CH3:15])[CH2:13][CH2:12][N:11]([C:16]2[C:25]3[CH:24]=[C:23]([CH:26]([CH3:28])[CH3:27])[S:22][C:21]=3[NH:20][C:19]3[CH:29]=[CH:30][CH:31]=[CH:32][C:18]=3[N:17]=2)[CH2:10]1. The catalyst class is: 8. (5) Reactant: [C:1]([O-])([O-:3])=[O:2].[K+].[K+].Cl[CH2:8][C:9]1[O:10][C:11]2[CH:17]=[CH:16][C:15]([O:18][C:19]3[S:20][C:21]4[CH:27]=[CH:26][CH:25]=[CH:24][C:22]=4[N:23]=3)=[CH:14][C:12]=2[CH:13]=1.[NH:28]1[CH2:33][CH2:32][CH2:31][CH2:30][CH2:29]1. Product: [CH:1]([OH:3])=[O:2].[N:28]1([CH2:8][C:9]2[O:10][C:11]3[CH:17]=[CH:16][C:15]([O:18][C:19]4[S:20][C:21]5[CH:27]=[CH:26][CH:25]=[CH:24][C:22]=5[N:23]=4)=[CH:14][C:12]=3[CH:13]=2)[CH2:33][CH2:32][CH2:31][CH2:30][CH2:29]1. The catalyst class is: 23. (6) Reactant: C([O:4][C@H:5]1[CH2:22][CH2:21][C@@:20]2([CH3:23])[C@@H:7]([CH2:8][CH2:9][C@:10]3([CH3:50])[C@@H:19]2[CH2:18][CH2:17][C@H:16]2[C@@:11]3([CH3:49])[CH2:12][CH2:13][C@@:14]3([C:31]([N:33]4[CH2:37][CH2:36][CH2:35][C@@H:34]4[C:38]4[NH:39][C:40]([C:43]5[CH:48]=[CH:47][CH:46]=[CH:45][CH:44]=5)=[CH:41][N:42]=4)=[O:32])[CH2:26][CH2:25][C@@H:24]([C:27]4([CH3:30])[CH2:29][CH2:28]4)[C@@H:15]32)[C:6]1([CH3:52])[CH3:51])(=O)C.C(=O)([O-])[O-].[K+].[K+]. Product: [OH:4][C@H:5]1[CH2:22][CH2:21][C@@:20]2([CH3:23])[C@@H:7]([CH2:8][CH2:9][C@:10]3([CH3:50])[C@@H:19]2[CH2:18][CH2:17][C@H:16]2[C@@:11]3([CH3:49])[CH2:12][CH2:13][C@@:14]3([C:31]([N:33]4[CH2:37][CH2:36][CH2:35][C@H:34]4[C:38]4[NH:39][C:40]([C:43]5[CH:44]=[CH:45][CH:46]=[CH:47][CH:48]=5)=[CH:41][N:42]=4)=[O:32])[CH2:26][CH2:25][C@@H:24]([C:27]4([CH3:30])[CH2:29][CH2:28]4)[C@@H:15]32)[C:6]1([CH3:52])[CH3:51]. The catalyst class is: 5. (7) Reactant: [C:1](#[N:4])[CH2:2]C.C(N(C(C)C)CC)(C)C.[N+:14]([C:17]1[CH:24]=[CH:23][C:20]([CH2:21]O)=[CH:19][CH:18]=1)([O-:16])=[O:15].[I-].C(C[P+](C)(C)C)#N.Cl. Product: [N+:14]([C:17]1[CH:24]=[CH:23][C:20]([CH2:21][CH2:2][C:1]#[N:4])=[CH:19][CH:18]=1)([O-:16])=[O:15]. The catalyst class is: 84. (8) Product: [CH3:1][O:2][C:3]([C:5]1[C:9]([NH:10][C:11](=[O:30])[C:12]2[CH:17]=[CH:16][CH:15]=[C:14]([C:18]3[CH:19]=[N:20][NH:21][CH:22]=3)[CH:13]=2)=[CH:8][N:7]([CH:31]2[CH2:36][CH2:35][O:34][CH2:33][CH2:32]2)[N:6]=1)=[O:4]. Reactant: [CH3:1][O:2][C:3]([C:5]1[C:9]([NH:10][C:11](=[O:30])[C:12]2[CH:17]=[CH:16][CH:15]=[C:14]([C:18]3[CH:19]=[N:20][N:21](C(OC(C)(C)C)=O)[CH:22]=3)[CH:13]=2)=[CH:8][N:7]([CH:31]2[CH2:36][CH2:35][O:34][CH2:33][CH2:32]2)[N:6]=1)=[O:4].Cl.C([O-])([O-])=O.[Na+].[Na+]. The catalyst class is: 5.